From a dataset of Reaction yield outcomes from USPTO patents with 853,638 reactions. Predict the reaction yield, written as a fraction of the theoretical maximum amount of product (1.0 means a 100% yield; for example, 0.34 means a 34% yield). (1) The reactants are [CH2:1]([O:8][C:9]1[CH:14]=[CH:13][NH:12][C:11](=[O:15])[CH:10]=1)[C:2]1[CH:7]=[CH:6][CH:5]=[CH:4][CH:3]=1.Br[C:17]1[CH:25]=[C:24]2[C:20]([C:21]3[CH2:30][CH2:29][N:28]([C:31]([O:33][C:34]([CH3:37])([CH3:36])[CH3:35])=[O:32])[C:27]([CH3:39])([CH3:38])[C:22]=3[N:23]2[CH3:26])=[CH:19][CH:18]=1.OC1C=CC=C2C=1N=CC=C2.C([O-])([O-])=O.[Cs+].[Cs+]. The catalyst is CS(C)=O.[Cu]I. The product is [CH2:1]([O:8][C:9]1[CH:14]=[CH:13][N:12]([C:17]2[CH:25]=[C:24]3[C:20]([C:21]4[CH2:30][CH2:29][N:28]([C:31]([O:33][C:34]([CH3:37])([CH3:36])[CH3:35])=[O:32])[C:27]([CH3:39])([CH3:38])[C:22]=4[N:23]3[CH3:26])=[CH:19][CH:18]=2)[C:11](=[O:15])[CH:10]=1)[C:2]1[CH:3]=[CH:4][CH:5]=[CH:6][CH:7]=1. The yield is 0.270. (2) The reactants are [Cl:1][C:2]1[CH:3]=[C:4]([CH:24]=[CH:25][CH:26]=1)[C:5]([N:7]=[C:8]1[N:12]([CH:13]([CH2:18][OH:19])[C:14]([O:16]C)=[O:15])[C:11]2[CH:20]=[CH:21][CH:22]=[CH:23][C:10]=2[S:9]1)=[O:6].[OH-].[Na+]. The catalyst is CO. The product is [Cl:1][C:2]1[CH:3]=[C:4]([CH:24]=[CH:25][CH:26]=1)[C:5]([N:7]=[C:8]1[N:12]([CH:13]([CH2:18][OH:19])[C:14]([OH:16])=[O:15])[C:11]2[CH:20]=[CH:21][CH:22]=[CH:23][C:10]=2[S:9]1)=[O:6]. The yield is 0.410. (3) The catalyst is ClCCl. The yield is 0.740. The reactants are Cl.[CH2:2]1[C:14]2[C:13]3[CH:12]=[CH:11][CH:10]=[CH:9][C:8]=3[N:7]([CH2:15][C:16]([O:18][CH2:19][CH3:20])=[O:17])[C:6]=2[CH2:5][CH2:4][NH:3]1.[CH:21]1([CH:27]([C:31]2[CH:36]=[CH:35][CH:34]=[CH:33][CH:32]=2)[C:28](O)=[O:29])[CH2:26][CH2:25][CH2:24][CH2:23][CH2:22]1.CCN(C(C)C)C(C)C.O=P(Cl)(Cl)Cl.C([O-])(O)=O.[Na+]. The product is [CH:31]1([CH:27]([C:21]2[CH:22]=[CH:23][CH:24]=[CH:25][CH:26]=2)[C:28]([N:3]2[CH2:4][CH2:5][C:6]3[N:7]([CH2:15][C:16]([O:18][CH2:19][CH3:20])=[O:17])[C:8]4[CH:9]=[CH:10][CH:11]=[CH:12][C:13]=4[C:14]=3[CH2:2]2)=[O:29])[CH2:36][CH2:35][CH2:34][CH2:33][CH2:32]1. (4) The reactants are [C:1]([O:5][C:6]([N:8]1[CH2:12][CH2:11][CH2:10][CH:9]1[C:13]1[NH:14][C:15]([C:18]2[CH:23]=[CH:22][C:21](Br)=[CH:20][CH:19]=2)=[CH:16][N:17]=1)=[O:7])([CH3:4])([CH3:3])[CH3:2].B1(B2OC(C)(C)C(C)(C)O2)OC(C)(C)C(C)(C)O1.CC([O-])=O.[K+].[C:48]([O:52][C:53]([N:55]1[CH2:59][CH2:58][CH2:57][CH:56]1[C:60]1[NH:61][C:62]([C:65]2[CH:74]=[CH:73][C:72]3[C:67](=[CH:68][CH:69]=[C:70](Br)[CH:71]=3)[CH:66]=2)=[CH:63][N:64]=1)=[O:54])([CH3:51])([CH3:50])[CH3:49].[O-]P([O-])([O-])=O.[K+].[K+].[K+]. The catalyst is O1CCOCC1.C1C=CC(P(C2C=CC=CC=2)[C-]2C=CC=C2)=CC=1.C1C=CC(P(C2C=CC=CC=2)[C-]2C=CC=C2)=CC=1.Cl[Pd]Cl.[Fe+2]. The product is [C:48]([O:52][C:53]([N:55]1[CH2:59][CH2:58][CH2:57][CH:56]1[C:60]1[NH:61][C:62]([C:65]2[CH:74]=[CH:73][C:72]3[C:67](=[CH:68][CH:69]=[C:70]([C:21]4[CH:20]=[CH:19][C:18]([C:15]5[NH:14][C:13]([CH:9]6[CH2:10][CH2:11][CH2:12][N:8]6[C:6]([O:5][C:1]([CH3:4])([CH3:3])[CH3:2])=[O:7])=[N:17][CH:16]=5)=[CH:23][CH:22]=4)[CH:71]=3)[CH:66]=2)=[CH:63][N:64]=1)=[O:54])([CH3:51])([CH3:50])[CH3:49]. The yield is 0.100.